Dataset: Full USPTO retrosynthesis dataset with 1.9M reactions from patents (1976-2016). Task: Predict the reactants needed to synthesize the given product. Given the product [CH3:1][O:2][C:3](=[O:24])[CH2:4][C:5]1[CH:6]=[C:7]([C:12]2[CH:17]=[CH:16][C:15]([C:18]([F:21])([F:19])[F:20])=[CH:14][C:13]=2[CH2:22][NH:34][C@H:27]2[C:28]3[C:33](=[CH:32][CH:31]=[CH:30][CH:29]=3)[CH2:25][C@H:26]2[OH:35])[C:8]([F:11])=[CH:9][CH:10]=1, predict the reactants needed to synthesize it. The reactants are: [CH3:1][O:2][C:3](=[O:24])[CH2:4][C:5]1[CH:6]=[C:7]([C:12]2[CH:17]=[CH:16][C:15]([C:18]([F:21])([F:20])[F:19])=[CH:14][C:13]=2[CH:22]=O)[C:8]([F:11])=[CH:9][CH:10]=1.[CH2:25]1[C:33]2[C:28](=[CH:29][CH:30]=[CH:31][CH:32]=2)[C@H:27]([NH2:34])[C@@H:26]1[OH:35].